The task is: Regression. Given a peptide amino acid sequence and an MHC pseudo amino acid sequence, predict their binding affinity value. This is MHC class I binding data.. This data is from Peptide-MHC class I binding affinity with 185,985 pairs from IEDB/IMGT. (1) The peptide sequence is YSQVNPITL. The MHC is H-2-Db with pseudo-sequence H-2-Db. The binding affinity (normalized) is 0.925. (2) The peptide sequence is LVSSGNTLY. The MHC is HLA-A01:01 with pseudo-sequence HLA-A01:01. The binding affinity (normalized) is 0.544. (3) The binding affinity (normalized) is 0.558. The peptide sequence is YALTVVWLL. The MHC is HLA-A02:01 with pseudo-sequence HLA-A02:01. (4) The peptide sequence is ELPIVTPAL. The MHC is HLA-A11:01 with pseudo-sequence HLA-A11:01. The binding affinity (normalized) is 0.0847.